This data is from Reaction yield outcomes from USPTO patents with 853,638 reactions. The task is: Predict the reaction yield, written as a fraction of the theoretical maximum amount of product (1.0 means a 100% yield; for example, 0.34 means a 34% yield). (1) The reactants are [CH2:1]([NH:8][C:9]1[N:14]2[N:15]=[CH:16][C:17]([Br:18])=[C:13]2[N:12]=[CH:11][C:10]=1[C:19]([OH:21])=O)[C:2]1[CH:7]=[CH:6][CH:5]=[CH:4][CH:3]=1.Cl.[N:23]1([CH:28]2[CH2:33][CH2:32][NH:31][CH2:30][CH2:29]2)[CH:27]=[CH:26][CH:25]=[N:24]1. No catalyst specified. The product is [CH2:1]([NH:8][C:9]1[N:14]2[N:15]=[CH:16][C:17]([Br:18])=[C:13]2[N:12]=[CH:11][C:10]=1[C:19]([N:31]1[CH2:30][CH2:29][CH:28]([N:23]2[CH:27]=[CH:26][CH:25]=[N:24]2)[CH2:33][CH2:32]1)=[O:21])[C:2]1[CH:3]=[CH:4][CH:5]=[CH:6][CH:7]=1. The yield is 0.520. (2) The reactants are [F:1][C:2]([F:26])([C:7]([F:25])([F:24])[C:8]([F:23])([F:22])[C:9]([F:21])([F:20])[C:10]([F:19])([F:18])[C:11]([F:17])([F:16])[C:12]([F:15])([F:14])[F:13])[C:3](OC)=[O:4].[NH3:27].[NH4+]. The catalyst is O1CCCC1. The product is [F:1][C:2]([F:26])([C:7]([F:25])([F:24])[C:8]([F:23])([F:22])[C:9]([F:21])([F:20])[C:10]([F:19])([F:18])[C:11]([F:17])([F:16])[C:12]([F:15])([F:14])[F:13])[C:3]([NH2:27])=[O:4]. The yield is 0.990. (3) The reactants are [Br:1][C:2]1[CH:3]=[C:4]2[C:9](=[CH:10][CH:11]=1)[C:8](=[O:12])[NH:7][C:6](=[O:13])/[C:5]/2=[CH:14]/OC.[CH2:17]([N:19]([CH2:22][CH3:23])[CH2:20]C)C.C[N:25]([CH3:28])C=O. No catalyst specified. The product is [Br:1][C:2]1[CH:3]=[C:4]2[C:9](=[CH:10][CH:11]=1)[C:8](=[O:12])[NH:7][C:6](=[O:13])/[C:5]/2=[CH:14]\[NH:25][C:28]1[CH:6]=[CH:5][C:4]([CH2:9][CH2:23][CH2:22][N:19]([CH3:17])[CH3:20])=[CH:3][CH:2]=1. The yield is 0.750. (4) The reactants are [Cl:1][C:2]1[C:7](Cl)=[CH:6][N:5]=[CH:4][N:3]=1.[NH2:9][CH:10]1[CH2:14][CH2:13][N:12]([C:15]([O:17][C:18]([CH3:21])([CH3:20])[CH3:19])=[O:16])[CH2:11]1.CCN(C(C)C)C(C)C. The catalyst is C(O)CCC. The product is [Cl:1][C:2]1[N:3]=[CH:4][N:5]=[C:6]([NH:9][CH:10]2[CH2:14][CH2:13][N:12]([C:15]([O:17][C:18]([CH3:21])([CH3:20])[CH3:19])=[O:16])[CH2:11]2)[CH:7]=1. The yield is 0.500. (5) The reactants are [Cl:1][C:2]1[CH:7]=[CH:6][CH:5]=[C:4]([N+:8]([O-:10])=[O:9])[C:3]=1Cl.[C:12]([O:16][C:17]([N:19]1[CH2:24][CH2:23][NH:22][CH2:21][CH2:20]1)=[O:18])([CH3:15])([CH3:14])[CH3:13].C([O-])([O-])=O.[K+].[K+]. The catalyst is C(#N)C. The product is [C:12]([O:16][C:17]([N:19]1[CH2:24][CH2:23][N:22]([C:3]2[C:4]([N+:8]([O-:10])=[O:9])=[CH:5][CH:6]=[CH:7][C:2]=2[Cl:1])[CH2:21][CH2:20]1)=[O:18])([CH3:15])([CH3:13])[CH3:14]. The yield is 0.700. (6) The reactants are [NH:1]1[CH2:6][C:5](=[O:7])[NH:4][CH2:3][C:2]1=[O:8].[C:9]([O-:12])(=O)[CH3:10].[Na+].[C:14](OC(=O)C)(=[O:16])[CH3:15]. No catalyst specified. The product is [C:14]([N:1]1[CH2:6][C:5](=[O:7])[N:4]([C:9](=[O:12])[CH3:10])[CH2:3][C:2]1=[O:8])(=[O:16])[CH3:15]. The yield is 0.610.